From a dataset of Full USPTO retrosynthesis dataset with 1.9M reactions from patents (1976-2016). Predict the reactants needed to synthesize the given product. (1) Given the product [ClH:1].[CH3:21][C:18]1[CH:19]=[CH:20][C:15]([NH:14][S:11]([C:9]2[S:10][C:6]3[CH:5]=[CH:4][N:3]=[C:2]([O:29][CH:26]4[CH2:27][CH2:28][NH:24][CH2:25]4)[C:7]=3[CH:8]=2)(=[O:13])=[O:12])=[CH:16][CH:17]=1, predict the reactants needed to synthesize it. The reactants are: [Cl:1][C:2]1[C:7]2[CH:8]=[C:9]([S:11]([NH:14][C:15]3[CH:20]=[CH:19][C:18]([CH3:21])=[CH:17][CH:16]=3)(=[O:13])=[O:12])[S:10][C:6]=2[CH:5]=[CH:4][N:3]=1.[H-].[Na+].[NH:24]1[CH2:28][CH2:27][CH:26]([OH:29])[CH2:25]1. (2) Given the product [CH2:28]([N:10]1[C:11]2[C:7](=[CH:6][CH:5]=[C:4]([O:3][C:2]([F:1])([F:13])[F:14])[CH:12]=2)[C:8]([C:20]#[N:19])=[CH:9]1)[CH3:29], predict the reactants needed to synthesize it. The reactants are: [F:1][C:2]([F:14])([F:13])[O:3][C:4]1[CH:12]=[C:11]2[C:7]([CH:8]=[CH:9][NH:10]2)=[CH:6][CH:5]=1.ClS([N:19]=[C:20]=O)(=O)=O.C([O-])([O-])=O.[K+].[K+].[CH2:28](I)[CH3:29]. (3) Given the product [CH2:19]([O:18][C:16]([NH:15][CH:14]([CH2:4][CH2:3][C:2]([CH3:9])([CH3:1])[CH:6]([CH3:8])[CH3:7])[C:12]([OH:13])=[O:11])=[O:17])[C:20]1[CH:21]=[CH:22][CH:23]=[CH:24][CH:25]=1, predict the reactants needed to synthesize it. The reactants are: [CH3:1][C:2]([CH3:9])([CH:6]([CH3:8])[CH3:7])[CH2:3][CH:4]=O.C[O:11][C:12]([CH:14](P(OC)(OC)=O)[NH:15][C:16]([O:18][CH2:19][C:20]1[CH:25]=[CH:24][CH:23]=[CH:22][CH:21]=1)=[O:17])=[O:13]. (4) Given the product [Br:1][C:2]1[C:3]([Br:8])=[CH:4][CH:5]=[CH:6][C:7]=1[NH2:9], predict the reactants needed to synthesize it. The reactants are: [Br:1][C:2]1[CH:7]=[CH:6][CH:5]=[CH:4][C:3]=1[Br:8].[N+:9]([O-])(O)=O. (5) The reactants are: [C:1]([O:5][C:6]([N:8]1[CH2:13][CH2:12][CH2:11][CH2:10][CH:9]1[CH2:14][C:15]([OH:17])=O)=[O:7])([CH3:4])([CH3:3])[CH3:2].[Cl:18][C:19]1[CH:20]=[C:21]([C:25]2NN=[N:27][N:26]=2)[CH:22]=[CH:23][CH:24]=1.C1(N=C=NC2CCCCC2)CCCCC1. Given the product [C:1]([O:5][C:6]([N:8]1[CH2:13][CH2:12][CH2:11][CH2:10][CH:9]1[CH2:14][C:15]1[O:17][C:25]([C:21]2[CH:22]=[CH:23][CH:24]=[C:19]([Cl:18])[CH:20]=2)=[N:26][N:27]=1)=[O:7])([CH3:2])([CH3:3])[CH3:4], predict the reactants needed to synthesize it. (6) The reactants are: [CH3:1][C:2]1[CH:18]=[CH:17][C:5]([C:6]([C:8]2[CH:13]=[CH:12][C:11]([N+:14]([O-:16])=[O:15])=[CH:10][CH:9]=2)=[O:7])=[CH:4][CH:3]=1.[Br:19]N1C(=O)CCC1=O. Given the product [Br:19][CH2:1][C:2]1[CH:3]=[CH:4][C:5]([C:6]([C:8]2[CH:13]=[CH:12][C:11]([N+:14]([O-:16])=[O:15])=[CH:10][CH:9]=2)=[O:7])=[CH:17][CH:18]=1, predict the reactants needed to synthesize it.